Dataset: Forward reaction prediction with 1.9M reactions from USPTO patents (1976-2016). Task: Predict the product of the given reaction. Given the reactants [Cl:1][C:2]1[CH:3]=[C:4]([CH:6]=[CH:7][C:8]=1[O:9][C:10]1[C:19]2[C:14](=[CH:15][C:16]([O:22][CH3:23])=[C:17]([O:20][CH3:21])[CH:18]=2)[N:13]=[CH:12][CH:11]=1)[NH2:5].C(N(CC)C(C)C)(C)C.Cl[C:34](Cl)([O:36]C(=O)OC(Cl)(Cl)Cl)Cl.[CH3:45][C:46]1[CH:50]=[C:49]([NH2:51])[O:48][N:47]=1.C(=O)([O-])O.[Na+], predict the reaction product. The product is: [Cl:1][C:2]1[CH:3]=[C:4]([NH:5][C:34]([NH:51][C:49]2[O:48][N:47]=[C:46]([CH3:45])[CH:50]=2)=[O:36])[CH:6]=[CH:7][C:8]=1[O:9][C:10]1[C:19]2[C:14](=[CH:15][C:16]([O:22][CH3:23])=[C:17]([O:20][CH3:21])[CH:18]=2)[N:13]=[CH:12][CH:11]=1.